From a dataset of Reaction yield outcomes from USPTO patents with 853,638 reactions. Predict the reaction yield, written as a fraction of the theoretical maximum amount of product (1.0 means a 100% yield; for example, 0.34 means a 34% yield). (1) The reactants are [C:1]([C:4]1[C:22](=[O:23])[C@@:8]2([CH3:24])[C:9]3[C:15]([OH:16])=[CH:14][C:13]([O:17][CH3:18])=[C:12]([C:19](N)=[O:20])[C:10]=3[O:11][C:7]2=[CH:6][C:5]=1[OH:25])(=[O:3])[CH3:2].S(=O)(=O)(O)[OH:27].N([O-])=O.[Na+]. The catalyst is C(#N)C. The product is [C:1]([C:4]1[C:22](=[O:23])[C@@:8]2([CH3:24])[C:9]3[C:15]([OH:16])=[CH:14][C:13]([O:17][CH3:18])=[C:12]([C:19]([OH:27])=[O:20])[C:10]=3[O:11][C:7]2=[CH:6][C:5]=1[OH:25])(=[O:3])[CH3:2]. The yield is 0.880. (2) The reactants are CN1CCCC1=O.Cl[C:9]1[CH:10]=[C:11]([C:16]2[CH:20]=[C:19]([CH2:21][C:22]3[CH:27]=[CH:26][C:25]([O:28][CH2:29][C:30]4[CH:35]=[CH:34][CH:33]=[CH:32][N:31]=4)=[CH:24][CH:23]=3)[O:18][N:17]=2)[C:12]([NH2:15])=[N:13][CH:14]=1.C(O)=O.C(N(CC)C(C)C)(C)C. The catalyst is C1C=CC([P]([Pd]([P](C2C=CC=CC=2)(C2C=CC=CC=2)C2C=CC=CC=2)([P](C2C=CC=CC=2)(C2C=CC=CC=2)C2C=CC=CC=2)[P](C2C=CC=CC=2)(C2C=CC=CC=2)C2C=CC=CC=2)(C2C=CC=CC=2)C2C=CC=CC=2)=CC=1.O. The product is [N:31]1[CH:32]=[CH:33][CH:34]=[CH:35][C:30]=1[CH2:29][O:28][C:25]1[CH:26]=[CH:27][C:22]([CH2:21][C:19]2[O:18][N:17]=[C:16]([C:11]3[C:12]([NH2:15])=[N:13][CH:14]=[CH:9][CH:10]=3)[CH:20]=2)=[CH:23][CH:24]=1. The yield is 0.0650. (3) The reactants are C(=O)([O-])[O-].[K+].[K+].I[CH2:8][CH2:9][CH3:10].[CH2:11]([O:13][C:14]([C:16]1[N:17]=[C:18]([CH2:21][C:22]2[CH:27]=[CH:26][C:25]([Br:28])=[CH:24][CH:23]=2)[NH:19][CH:20]=1)=[O:15])[CH3:12].CN(C=O)C. The catalyst is CCOC(C)=O. The product is [CH2:11]([O:13][C:14]([C:16]1[N:17]=[C:18]([CH2:21][C:22]2[CH:23]=[CH:24][C:25]([Br:28])=[CH:26][CH:27]=2)[N:19]([CH2:8][CH2:9][CH3:10])[CH:20]=1)=[O:15])[CH3:12].[CH2:11]([O:13][C:14]([C:16]1[N:17]([CH2:8][CH2:9][CH3:10])[C:18]([CH2:21][C:22]2[CH:23]=[CH:24][C:25]([Br:28])=[CH:26][CH:27]=2)=[N:19][CH:20]=1)=[O:15])[CH3:12]. The yield is 0.336. (4) No catalyst specified. The reactants are [CH3:1][C:2]1([CH3:20])[CH2:7][O:6][B:5]([C:8]2[CH:13]=[CH:12][C:11]([CH2:14][CH2:15][CH2:16][C:17]([OH:19])=O)=[CH:10][CH:9]=2)[O:4][CH2:3]1.BrC1C=CC(CCCC([NH:33][C:34]2[CH:39]=[CH:38][C:37]([S:40]([CH:43]([CH3:45])[CH3:44])(=[O:42])=[O:41])=[C:36]([C:46]#[N:47])[CH:35]=2)=O)=CC=1. The yield is 0.970. The product is [C:46]([C:36]1[CH:35]=[C:34]([NH:33][C:17](=[O:19])[CH2:16][CH2:15][CH2:14][C:11]2[CH:10]=[CH:9][C:8]([B:5]3[O:4][CH2:3][C:2]([CH3:1])([CH3:20])[CH2:7][O:6]3)=[CH:13][CH:12]=2)[CH:39]=[CH:38][C:37]=1[S:40]([CH:43]([CH3:44])[CH3:45])(=[O:42])=[O:41])#[N:47]. (5) The reactants are [CH:1]1([NH:6][C:7]([NH:9][C@:10]([C:32]2[CH:37]=[CH:36][C:35]([F:38])=[C:34]([C:39]([F:42])([F:41])[F:40])[CH:33]=2)([C:18]2[CH:23]=[C:22]([O:24][C:25]([F:30])([F:29])[CH:26]([F:28])[F:27])[CH:21]=[C:20]([F:31])[CH:19]=2)[CH2:11][C:12]2[CH:17]=[CH:16][CH:15]=[CH:14][CH:13]=2)=[O:8])[CH2:5][CH2:4][CH2:3][CH2:2]1.[CH3:43]NC1CCCC1. The catalyst is CS(C)=O.C1COCC1. The product is [CH:1]1([N:6]([CH3:43])[C:7]([NH:9][C@:10]([C:32]2[CH:37]=[CH:36][C:35]([F:38])=[C:34]([C:39]([F:42])([F:41])[F:40])[CH:33]=2)([C:18]2[CH:23]=[C:22]([O:24][C:25]([F:29])([F:30])[CH:26]([F:27])[F:28])[CH:21]=[C:20]([F:31])[CH:19]=2)[CH2:11][C:12]2[CH:13]=[CH:14][CH:15]=[CH:16][CH:17]=2)=[O:8])[CH2:5][CH2:4][CH2:3][CH2:2]1. The yield is 0.650. (6) The reactants are C[O:2][C:3](=[O:36])[CH:4]([NH:16][C:17]([N:19]1[CH2:24][CH2:23][CH:22]([N:25]2[CH2:34][C:33]3[C:28](=[CH:29][CH:30]=[CH:31][CH:32]=3)[NH:27][C:26]2=[O:35])[CH2:21][CH2:20]1)=[O:18])[CH2:5][C:6]1[CH:7]=[C:8]2[C:12](=[C:13]([CH3:15])[CH:14]=1)[NH:11][N:10]=[CH:9]2.O1CCCC1.CO.[OH-].[Li+]. The catalyst is O. The product is [CH3:15][C:13]1[CH:14]=[C:6]([CH2:5][CH:4]([NH:16][C:17]([N:19]2[CH2:20][CH2:21][CH:22]([N:25]3[CH2:34][C:33]4[C:28](=[CH:29][CH:30]=[CH:31][CH:32]=4)[NH:27][C:26]3=[O:35])[CH2:23][CH2:24]2)=[O:18])[C:3]([OH:36])=[O:2])[CH:7]=[C:8]2[C:12]=1[NH:11][N:10]=[CH:9]2. The yield is 0.750. (7) The reactants are [N:1]1([C:6]2[CH:18]=[CH:17][C:16]3[C:15]4[C:10](=[CH:11][CH:12]=[CH:13][CH:14]=4)[NH:9][C:8]=3[CH:7]=2)[CH:5]=[CH:4][CH:3]=[N:2]1.Br[C:20]1[CH:32]=[CH:31][C:30]2[C:29]3[C:24](=[CH:25][CH:26]=[CH:27][CH:28]=3)[N:23]([C:33]3[CH:38]=[CH:37][CH:36]=[CH:35][N:34]=3)[C:22]=2[CH:21]=1.C(=O)([O-])[O-].[K+].[K+].N1CCC[C@H]1C(O)=O. The catalyst is [Cu]I. The product is [N:1]1([C:6]2[CH:18]=[CH:17][C:16]3[C:15]4[C:10](=[CH:11][CH:12]=[CH:13][CH:14]=4)[N:9]([C:20]4[CH:32]=[CH:31][C:30]5[C:29]6[C:24](=[CH:25][CH:26]=[CH:27][CH:28]=6)[N:23]([C:33]6[CH:38]=[CH:37][CH:36]=[CH:35][N:34]=6)[C:22]=5[CH:21]=4)[C:8]=3[CH:7]=2)[CH:5]=[CH:4][CH:3]=[N:2]1. The yield is 0.600.